From a dataset of Reaction yield outcomes from USPTO patents with 853,638 reactions. Predict the reaction yield, written as a fraction of the theoretical maximum amount of product (1.0 means a 100% yield; for example, 0.34 means a 34% yield). (1) The reactants are Br[C:2]1[CH:7]=[C:6]([O:8][C:9]([F:14])([F:13])[CH:10]([F:12])[F:11])[CH:5]=[C:4]([F:15])[CH:3]=1.[Li]CCCC.[Si:21]([O:28][C:29]1[CH:30]=[C:31]([CH:38]=[CH:39][C:40]=1[F:41])[C:32](N(OC)C)=[O:33])([C:24]([CH3:27])([CH3:26])[CH3:25])([CH3:23])[CH3:22].Cl. The catalyst is CCOCC. The product is [Si:21]([O:28][C:29]1[CH:30]=[C:31]([C:32]([C:2]2[CH:7]=[C:6]([O:8][C:9]([F:14])([F:13])[CH:10]([F:12])[F:11])[CH:5]=[C:4]([F:15])[CH:3]=2)=[O:33])[CH:38]=[CH:39][C:40]=1[F:41])([C:24]([CH3:27])([CH3:26])[CH3:25])([CH3:23])[CH3:22]. The yield is 0.710. (2) The reactants are Br[C:2]1[CH:3]=[C:4]([NH:10][C:11]2[N:12]=[C:13]([CH3:17])[N:14]([CH3:16])[CH:15]=2)[C:5](=[O:9])[N:6]([CH3:8])[CH:7]=1.[C:18]([O:21][CH2:22][C:23]1[C:24]([N:38]2[CH2:49][CH2:48][N:47]3[C:40](=[CH:41][C:42]4[CH2:43][C:44]([CH3:51])([CH3:50])[CH2:45][C:46]=43)[C:39]2=[O:52])=[N:25][CH:26]=[CH:27][C:28]=1B1OC(C)(C)C(C)(C)O1)(=[O:20])[CH3:19].C([O-])(=O)C.[Na+]. The catalyst is O.C1C=CC(P(C2C=CC=CC=2)[C-]2C=CC=C2)=CC=1.C1C=CC(P(C2C=CC=CC=2)[C-]2C=CC=C2)=CC=1.Cl[Pd]Cl.[Fe+2].C(#N)C. The product is [C:18]([O:21][CH2:22][C:23]1[C:24]([N:38]2[CH2:49][CH2:48][N:47]3[C:40](=[CH:41][C:42]4[CH2:43][C:44]([CH3:51])([CH3:50])[CH2:45][C:46]=43)[C:39]2=[O:52])=[N:25][CH:26]=[CH:27][C:28]=1[C:2]1[CH:3]=[C:4]([NH:10][C:11]2[N:12]=[C:13]([CH3:17])[N:14]([CH3:16])[CH:15]=2)[C:5](=[O:9])[N:6]([CH3:8])[CH:7]=1)(=[O:20])[CH3:19]. The yield is 0.500. (3) The reactants are Br[C:2]1[CH:3]=[CH:4][C:5]2[O:11][CH2:10][CH2:9][N:8]3[C:12]([C:18]([F:21])([F:20])[F:19])=[C:13]([C:15]([NH2:17])=[O:16])[N:14]=[C:7]3[C:6]=2[CH:22]=1.[CH3:23][C:24]1[O:28][N:27]=[C:26]([C@:29]([OH:33])([C:31]#[CH:32])[CH3:30])[CH:25]=1. No catalyst specified. The product is [OH:33][C@:29]([C:26]1[CH:25]=[C:24]([CH3:23])[O:28][N:27]=1)([CH3:30])[C:31]#[C:32][C:2]1[CH:3]=[CH:4][C:5]2[O:11][CH2:10][CH2:9][N:8]3[C:12]([C:18]([F:21])([F:20])[F:19])=[C:13]([C:15]([NH2:17])=[O:16])[N:14]=[C:7]3[C:6]=2[CH:22]=1. The yield is 0.200. (4) The reactants are N[C:2]1[CH:3]=[C:4]([CH:9]=[C:10]([N:12]2[CH2:17][CH2:16][CH2:15][CH2:14][S:13]2(=[O:19])=[O:18])[CH:11]=1)[C:5]([O:7][CH3:8])=[O:6].Cl.CO.N([O-])=[O:24].[Na+]. The catalyst is O. The product is [O:18]=[S:13]1(=[O:19])[CH2:14][CH2:15][CH2:16][CH2:17][N:12]1[C:10]1[CH:9]=[C:4]([CH:3]=[C:2]([OH:24])[CH:11]=1)[C:5]([O:7][CH3:8])=[O:6]. The yield is 0.0800. (5) The reactants are Cl.[Si]([O:9][C@@H:10]1[CH2:15][CH2:14][C@H:13]([C:16]2[C:17](=[O:27])[O:18][C:19](=[O:26])[C:20]=2[CH:21]2[CH2:25][CH2:24][CH2:23][CH2:22]2)[CH2:12][CH2:11]1)(C(C)(C)C)(C)C. The catalyst is C(O)C. The product is [CH:21]1([C:20]2[C:19](=[O:26])[O:18][C:17](=[O:27])[C:16]=2[C@H:13]2[CH2:14][CH2:15][C@@H:10]([OH:9])[CH2:11][CH2:12]2)[CH2:22][CH2:23][CH2:24][CH2:25]1. The yield is 0.880. (6) The reactants are Br[C:2]1[CH:7]=[CH:6][C:5]([C:8]2[NH:12][C:11]([C@@H:13]([NH:18][C:19](=[O:25])[O:20][C:21]([CH3:24])([CH3:23])[CH3:22])[C:14]([CH3:17])([CH3:16])[CH3:15])=[N:10][CH:9]=2)=[CH:4][CH:3]=1.CC([O-])=O.[K+].[CH3:31][C:32]1([CH3:48])[C:36]([CH3:38])([CH3:37])[O:35][B:34]([B:34]2[O:35][C:36]([CH3:38])([CH3:37])[C:32]([CH3:48])([CH3:31])[O:33]2)[O:33]1. The catalyst is O1CCOCC1. The product is [CH3:15][C:14]([CH3:17])([CH3:16])[C@H:13]([NH:18][C:19](=[O:25])[O:20][C:21]([CH3:24])([CH3:23])[CH3:22])[C:11]1[NH:12][C:8]([C:5]2[CH:6]=[CH:7][C:2]([B:34]3[O:35][C:36]([CH3:38])([CH3:37])[C:32]([CH3:48])([CH3:31])[O:33]3)=[CH:3][CH:4]=2)=[CH:9][N:10]=1. The yield is 0.960. (7) The reactants are C(=O)([O-])[O-].[K+].[K+].I[C:8]1[CH:9]=[C:10]([CH:14]=[CH:15][CH:16]=1)[C:11]([OH:13])=[O:12].C(O)CO.[CH3:21][O:22][C:23]1[CH:28]=[CH:27][C:26]([SH:29])=[CH:25][CH:24]=1.Cl. The catalyst is O.C(OCC)(=O)C.CC(O)C. The product is [CH3:21][O:22][C:23]1[CH:28]=[CH:27][C:26]([S:29][C:8]2[CH:9]=[C:10]([CH:14]=[CH:15][CH:16]=2)[C:11]([OH:13])=[O:12])=[CH:25][CH:24]=1. The yield is 0.850. (8) The reactants are [C:1]([C:5]1[C:6]([OH:13])=[C:7]([CH:10]=[CH:11][CH:12]=1)[CH:8]=[O:9])([CH3:4])([CH3:3])[CH3:2].Cl[C:15]1[CH:20]=[CH:19][CH:18]=[C:17]([C:21](OO)=O)[CH:16]=1. The catalyst is ClCCl. The product is [CH2:21]([O:13][C:6]1[C:5]([C:1]([CH3:4])([CH3:2])[CH3:3])=[CH:12][CH:11]=[CH:10][C:7]=1[CH:8]=[O:9])[C:17]1[CH:18]=[CH:19][CH:20]=[CH:15][CH:16]=1. The yield is 0.830. (9) The reactants are [Cl:1][C:2]1[CH:23]=[C:22]([Cl:24])[CH:21]=[CH:20][C:3]=1[CH2:4][N:5]1[CH:9]=[C:8]([CH2:10][CH2:11][C:12](OCC)=[O:13])[C:7]([CH:17]([CH3:19])[CH3:18])=[N:6]1.[H-].[Al+3].[Li+].[H-].[H-].[H-].O.O.O.O.O.O.O.O.O.O.S([O-])([O-])(=O)=O.[Na+].[Na+]. The catalyst is O1CCCC1. The product is [Cl:1][C:2]1[CH:23]=[C:22]([Cl:24])[CH:21]=[CH:20][C:3]=1[CH2:4][N:5]1[CH:9]=[C:8]([CH2:10][CH2:11][CH2:12][OH:13])[C:7]([CH:17]([CH3:19])[CH3:18])=[N:6]1. The yield is 0.860.